This data is from TCR-epitope binding with 47,182 pairs between 192 epitopes and 23,139 TCRs. The task is: Binary Classification. Given a T-cell receptor sequence (or CDR3 region) and an epitope sequence, predict whether binding occurs between them. (1) The epitope is RQLLFVVEV. The TCR CDR3 sequence is CASSHHRQGVRTGELFF. Result: 1 (the TCR binds to the epitope). (2) The epitope is RLQSLQTYV. The TCR CDR3 sequence is CASSLDGDQPQHF. Result: 0 (the TCR does not bind to the epitope). (3) The epitope is RQLLFVVEV. The TCR CDR3 sequence is CASRLTRGYNEQFF. Result: 1 (the TCR binds to the epitope). (4) The epitope is KAYNVTQAF. The TCR CDR3 sequence is CASSLGGGNTEAFF. Result: 1 (the TCR binds to the epitope). (5) The epitope is AYILFTRFFYV. The TCR CDR3 sequence is CASSQQGFYEQYF. Result: 1 (the TCR binds to the epitope). (6) The epitope is QVPLRPMTYK. The TCR CDR3 sequence is CASSLGAGNYGYTF. Result: 0 (the TCR does not bind to the epitope).